Dataset: Full USPTO retrosynthesis dataset with 1.9M reactions from patents (1976-2016). Task: Predict the reactants needed to synthesize the given product. (1) Given the product [CH:37]1([P:44]([CH:51]2[CH2:56][CH2:55][CH2:54][CH2:53][CH2:52]2)[C:45]2[CH:50]=[CH:49][CH:48]=[CH:47][C:46]=2[C:11]2[C:16]([CH:17]([CH3:18])[CH3:19])=[CH:15][C:14]([CH:20]([CH3:21])[CH3:22])=[C:13]([C:23]3[CH:24]=[CH:25][C:26]([C:29]([F:30])([F:31])[F:32])=[CH:27][CH:28]=3)[C:12]=2[CH:33]([CH3:35])[CH3:34])[CH2:42][CH2:41][CH2:40][CH2:39][CH2:38]1, predict the reactants needed to synthesize it. The reactants are: CC(C[AlH]CC(C)C)C.Br[C:11]1[C:12]([CH:33]([CH3:35])[CH3:34])=[C:13]([C:23]2[CH:28]=[CH:27][C:26]([C:29]([F:32])([F:31])[F:30])=[CH:25][CH:24]=2)[C:14]([CH:20]([CH3:22])[CH3:21])=[CH:15][C:16]=1[CH:17]([CH3:19])[CH3:18].Br[C:37]1[CH:42]=[CH:41][CH:40]=[CH:39][C:38]=1Cl.[P:44](Cl)([CH:51]1[CH2:56][CH2:55][CH2:54][CH2:53][CH2:52]1)[CH:45]1[CH2:50][CH2:49][CH2:48][CH2:47][CH2:46]1. (2) Given the product [Br:21][CH2:22][CH2:23][CH2:24][O:20][C:16]1[CH:15]=[C:14]([Br:13])[CH:19]=[CH:18][CH:17]=1, predict the reactants needed to synthesize it. The reactants are: CCOC(/N=N/C(OCC)=O)=O.[Br:13][C:14]1[CH:15]=[C:16]([OH:20])[CH:17]=[CH:18][CH:19]=1.[Br:21][CH2:22][CH2:23][CH2:24]O.C1(P(C2C=CC=CC=2)C2C=CC=CC=2)C=CC=CC=1. (3) Given the product [CH:1]1([C:4]2[O:8][N:7]=[C:6]([C:9]3[CH:14]=[CH:13][CH:12]=[CH:11][C:10]=3[O:15][C:16]([F:17])([F:19])[F:18])[C:5]=2[CH2:20][O:21][CH:22]2[CH2:28][CH:27]3[N:29]([C:30]4[CH:42]=[CH:41][C:33]5[C:34]([C:37]([OH:39])=[O:38])=[N:35][S:36][C:32]=5[CH:31]=4)[CH:24]([CH2:25][CH2:26]3)[CH2:23]2)[CH2:3][CH2:2]1, predict the reactants needed to synthesize it. The reactants are: [CH:1]1([C:4]2[O:8][N:7]=[C:6]([C:9]3[CH:14]=[CH:13][CH:12]=[CH:11][C:10]=3[O:15][C:16]([F:19])([F:18])[F:17])[C:5]=2[CH2:20][O:21][CH:22]2[CH2:28][CH:27]3[N:29]([C:30]4[CH:42]=[CH:41][C:33]5[C:34]([C:37]([O:39]C)=[O:38])=[N:35][S:36][C:32]=5[CH:31]=4)[CH:24]([CH2:25][CH2:26]3)[CH2:23]2)[CH2:3][CH2:2]1.[Li+].[OH-].